Predict the reactants needed to synthesize the given product. From a dataset of Full USPTO retrosynthesis dataset with 1.9M reactions from patents (1976-2016). (1) Given the product [C:33]1([CH2:39][CH2:40][CH2:41][CH2:42][CH2:43][C:44]([NH:21][S:18]([C:16]2[CH:15]=[CH:14][CH:13]=[C:12]([C:9]3[CH:8]=[CH:7][C:6]4[CH2:5][CH2:4][CH2:3][C:2](=[O:1])[C:11]=4[CH:10]=3)[N:17]=2)(=[O:20])=[O:19])=[O:45])[CH:38]=[CH:37][CH:36]=[CH:35][CH:34]=1, predict the reactants needed to synthesize it. The reactants are: [O:1]=[C:2]1[C:11]2[CH:10]=[C:9]([C:12]3[N:17]=[C:16]([S:18]([NH2:21])(=[O:20])=[O:19])[CH:15]=[CH:14][CH:13]=3)[CH:8]=[CH:7][C:6]=2[CH2:5][CH2:4][CH2:3]1.CCN=C=NCCCN(C)C.[C:33]1([CH2:39][CH2:40][CH2:41][CH2:42][CH2:43][C:44](O)=[O:45])[CH:38]=[CH:37][CH:36]=[CH:35][CH:34]=1.Cl. (2) Given the product [F:1][C:2]1[CH:7]=[CH:6][C:5]([N:8]2[C:12]([C:54]3[CH:53]=[CH:52][CH:51]=[C:50]([CH2:20][O:19][C@H:17]([CH3:18])[C:16]([F:30])([F:29])[F:15])[CH:55]=3)=[CH:11][C:10]([NH2:14])=[N:9]2)=[CH:4][CH:3]=1, predict the reactants needed to synthesize it. The reactants are: [F:1][C:2]1[CH:7]=[CH:6][C:5]([N:8]2[C:12](I)=[CH:11][C:10]([NH2:14])=[N:9]2)=[CH:4][CH:3]=1.[F:15][C:16]([F:30])([F:29])[C@H:17]([O:19][C:20]1C=C(B(O)O)C=CC=1)[CH3:18].C(=O)([O-])[O-].[Na+].[Na+].[CH:50]1(P([CH:50]2[CH2:55][CH2:54][CH2:53][CH2:52][CH2:51]2)[CH:50]2[CH2:55][CH2:54][CH2:53][CH2:52][CH2:51]2)[CH2:55][CH2:54][CH2:53][CH2:52][CH2:51]1. (3) Given the product [CH3:10][O:9][C:8]1[CH:7]=[C:6]([NH2:11])[CH:5]=[N:4][C:3]=1[O:2][CH3:1], predict the reactants needed to synthesize it. The reactants are: [CH3:1][O:2][C:3]1[C:8]([O:9][CH3:10])=[CH:7][C:6]([N+:11]([O-])=O)=[CH:5][N:4]=1. (4) Given the product [CH3:1][O:2][C:3]([CH:4]1[CH:28]([C:24]2[CH:25]=[CH:26][CH:27]=[C:22]([Cl:21])[C:23]=2[F:40])[C:29]([C:32]2[CH:37]=[CH:36][C:35]([Cl:38])=[CH:34][C:33]=2[F:39])([C:30]#[N:31])[CH:6]([CH2:7][C:8]([CH3:18])([CH3:19])[CH2:9][C:10]2[CH:15]=[CH:14][C:13]([O:16][CH3:17])=[CH:12][CH:11]=2)[NH:5]1)=[O:20], predict the reactants needed to synthesize it. The reactants are: [CH3:1][O:2][C:3](=[O:20])[CH2:4]/[N:5]=[CH:6]/[CH2:7][C:8]([CH3:19])([CH3:18])[CH2:9][C:10]1[CH:15]=[CH:14][C:13]([O:16][CH3:17])=[CH:12][CH:11]=1.[Cl:21][C:22]1[C:23]([F:40])=[C:24](/[CH:28]=[C:29](/[C:32]2[CH:37]=[CH:36][C:35]([Cl:38])=[CH:34][C:33]=2[F:39])\[C:30]#[N:31])[CH:25]=[CH:26][CH:27]=1.C(N(CC)CC)C. (5) Given the product [CH3:13][C:12]1[CH:11]=[CH:10][CH:9]=[C:7]([S:22][CH3:21])[C:6]=1[C:3]1[CH2:4][CH2:5][O:1][N:2]=1, predict the reactants needed to synthesize it. The reactants are: [O:1]1[CH2:5][CH2:4][C:3]([C:6]2[C:12]([CH3:13])=[CH:11][CH:10]=[CH:9][C:7]=2N)=[N:2]1.N(OCCCC)=O.[CH3:21][S:22]C. (6) Given the product [Cl:11][C:12]1[N:13]=[C:14]([N:6]2[C:7]3[C:3](=[C:2]([F:1])[CH:10]=[CH:9][CH:8]=3)[CH:4]=[N:5]2)[CH:15]=[N:16][CH:17]=1, predict the reactants needed to synthesize it. The reactants are: [F:1][C:2]1[CH:10]=[CH:9][CH:8]=[C:7]2[C:3]=1[CH:4]=[N:5][NH:6]2.[Cl:11][C:12]1[CH:17]=[N:16][CH:15]=[C:14](Cl)[N:13]=1.CC(C)([O-])C.[Na+].C(P(C(C)(C)C)C1C=CC=CC=1C1C(C(C)C)=CC(C(C)C)=CC=1C(C)C)(C)(C)C. (7) Given the product [F:29][C:26]([F:27])([F:28])[C:23]1[CH:24]=[CH:25][C:20]([C:17]2[O:16][C:15]([NH:14][C:11]3[CH:10]=[CH:9][CH:8]=[C:7]4[C:12]=3[CH2:13][C:4](=[O:3])[CH2:5][CH2:6]4)=[N:19][CH:18]=2)=[CH:21][CH:22]=1, predict the reactants needed to synthesize it. The reactants are: C([O:3][C:4]1[CH2:13][C:12]2[C:11]([NH:14][C:15]3[O:16][C:17]([C:20]4[CH:25]=[CH:24][C:23]([C:26]([F:29])([F:28])[F:27])=[CH:22][CH:21]=4)=[CH:18][N:19]=3)=[CH:10][CH:9]=[CH:8][C:7]=2[CH2:6][CH:5]=1)C.Cl.C([O-])(O)=O.[Na+]. (8) Given the product [CH3:1][N:2]1[C:10]2[C:5](=[CH:6][C:7]([O:12][S:30]([C:24]3[C:25]([F:29])=[CH:26][CH:27]=[CH:28][C:23]=3[F:22])(=[O:32])=[O:31])=[CH:8][C:9]=2[CH3:11])[C:4]([CH:13]2[CH2:18][CH2:17][N:16]([CH3:19])[CH2:15][CH2:14]2)=[CH:3]1, predict the reactants needed to synthesize it. The reactants are: [CH3:1][N:2]1[C:10]2[C:5](=[CH:6][C:7]([OH:12])=[CH:8][C:9]=2[CH3:11])[C:4]([CH:13]2[CH2:18][CH2:17][N:16]([CH3:19])[CH2:15][CH2:14]2)=[CH:3]1.[H-].[Na+].[F:22][C:23]1[CH:28]=[CH:27][CH:26]=[C:25]([F:29])[C:24]=1[S:30](Cl)(=[O:32])=[O:31].[OH-].[Na+]. (9) Given the product [N:15]1[C:16]2[C:11](=[CH:10][C:9]([C:7](=[O:8])[CH3:1])=[CH:18][CH:17]=2)[CH:12]=[CH:13][CH:14]=1, predict the reactants needed to synthesize it. The reactants are: [CH3:1][Mg]Br.CON(C)[C:7]([C:9]1[CH:10]=[C:11]2[C:16](=[CH:17][CH:18]=1)[N:15]=[CH:14][CH:13]=[CH:12]2)=[O:8].